Dataset: Catalyst prediction with 721,799 reactions and 888 catalyst types from USPTO. Task: Predict which catalyst facilitates the given reaction. (1) Reactant: C(=O)([O-])[O-].[K+].[K+].[Cl:7][C:8]1[C:17]2[C:12](=[C:13]([Cl:18])[CH:14]=[CH:15][CH:16]=2)[CH:11]=[C:10]([OH:19])[N:9]=1.Br[CH2:21][CH:22]([F:24])[F:23]. Product: [Cl:7][C:8]1[C:17]2[C:12](=[C:13]([Cl:18])[CH:14]=[CH:15][CH:16]=2)[CH:11]=[C:10]([O:19][CH2:21][CH:22]([F:24])[F:23])[N:9]=1. The catalyst class is: 6. (2) Reactant: [CH2:1]([NH:5][C:6]1[C:11]([NH:12][C:13](=O)[CH2:14][C:15]2[CH:20]=[C:19]([O:21][CH3:22])[CH:18]=[CH:17][C:16]=2[O:23][CH3:24])=[C:10]([Cl:26])[N:9]=[CH:8][N:7]=1)[CH2:2][CH2:3][CH3:4].CC1C=CC(S(O)(=O)=O)=CC=1. Product: [Cl:26][C:10]1[N:9]=[CH:8][N:7]=[C:6]2[C:11]=1[N:12]=[C:13]([CH2:14][C:15]1[CH:20]=[C:19]([O:21][CH3:22])[CH:18]=[CH:17][C:16]=1[O:23][CH3:24])[N:5]2[CH2:1][CH2:2][CH2:3][CH3:4]. The catalyst class is: 11. (3) Reactant: [CH3:1][O:2][C:3](=[O:26])[CH2:4][C:5]1[C:14]([CH3:15])=[C:13](B2OC(C)(C)C(C)(C)O2)[C:12]2[C:7](=[CH:8][CH:9]=[C:10]([Cl:25])[CH:11]=2)[CH:6]=1.Br[C:28]1[CH:33]=[CH:32][C:31]([S:34][C:35]2[CH:40]=[CH:39][CH:38]=[C:37]([Cl:41])[CH:36]=2)=[CH:30][CH:29]=1.C(=O)(O)[O-].[Na+].O. Product: [CH3:1][O:2][C:3](=[O:26])[CH2:4][C:5]1[C:14]([CH3:15])=[C:13]([C:28]2[CH:33]=[CH:32][C:31]([S:34][C:35]3[CH:40]=[CH:39][CH:38]=[C:37]([Cl:41])[CH:36]=3)=[CH:30][CH:29]=2)[C:12]2[C:7](=[CH:8][CH:9]=[C:10]([Cl:25])[CH:11]=2)[CH:6]=1. The catalyst class is: 564. (4) Reactant: Br[CH2:2][C:3]([OH:5])=[O:4].C(N(CC)CC)C.[CH3:13][O:14][NH:15][C:16]([C:18]1[C:19](=[O:52])[C:20]2[CH:25]=[N:24][C:23]([NH:26][C:27]3[CH:32]=[CH:31][C:30]([CH2:33][CH2:34][N:35]4[CH2:40][CH2:39][NH:38][CH2:37][CH2:36]4)=[CH:29][CH:28]=3)=[N:22][C:21]=2[N:41]([C:43]2[CH:44]=[C:45]3[C:49](=[CH:50][CH:51]=2)[CH2:48][CH2:47][CH2:46]3)[CH:42]=1)=[O:17]. Product: [CH2:48]1[C:49]2[C:45](=[CH:44][C:43]([N:41]3[C:21]4[N:22]=[C:23]([NH:26][C:27]5[CH:28]=[CH:29][C:30]([CH2:33][CH2:34][N:35]6[CH2:40][CH2:39][N:38]([CH2:2][C:3]([OH:5])=[O:4])[CH2:37][CH2:36]6)=[CH:31][CH:32]=5)[N:24]=[CH:25][C:20]=4[C:19](=[O:52])[C:18]([C:16](=[O:17])[NH:15][O:14][CH3:13])=[CH:42]3)=[CH:51][CH:50]=2)[CH2:46][CH2:47]1. The catalyst class is: 2.